This data is from Full USPTO retrosynthesis dataset with 1.9M reactions from patents (1976-2016). The task is: Predict the reactants needed to synthesize the given product. (1) The reactants are: [NH2:1][C:2]1[C:7]2[C:8](=[O:12])[N:9]([CH3:11])[CH2:10][C:6]=2[CH:5]=[CH:4][N:3]=1.ClC1C=CC=C(C(OO)=[O:21])C=1. Given the product [NH2:1][C:2]1[C:7]2[C:8](=[O:12])[N:9]([CH3:11])[CH2:10][C:6]=2[CH:5]=[CH:4][N+:3]=1[O-:21], predict the reactants needed to synthesize it. (2) Given the product [Cl:1][C:2]1[C:7]2[O:8][C:9]3[CH2:14][CH2:13][N:12]([C:15]([O:17][C:18]([CH3:21])([CH3:20])[CH3:19])=[O:16])[CH2:11][C:10]=3[C:6]=2[CH:5]=[C:4]([S:29]([C:23]2[CH:28]=[CH:27][CH:26]=[CH:25][CH:24]=2)(=[O:31])=[O:30])[CH:3]=1, predict the reactants needed to synthesize it. The reactants are: [Cl:1][C:2]1[C:7]2[O:8][C:9]3[CH2:14][CH2:13][N:12]([C:15]([O:17][C:18]([CH3:21])([CH3:20])[CH3:19])=[O:16])[CH2:11][C:10]=3[C:6]=2[CH:5]=[C:4](Br)[CH:3]=1.[C:23]1([S:29]([O-:31])=[O:30])[CH:28]=[CH:27][CH:26]=[CH:25][CH:24]=1.[Na+]. (3) Given the product [CH2:14]([N:11]1[CH2:10][CH2:9][N:8]([CH2:7][C:6]2[CH:5]=[C:4]([NH2:1])[C:18]([NH2:19])=[CH:17][CH:16]=2)[CH2:13][CH2:12]1)[CH3:15], predict the reactants needed to synthesize it. The reactants are: [N+:1]([C:4]1[CH:5]=[C:6]([CH:16]=[CH:17][C:18]=1[N+:19]([O-])=O)[CH2:7][N:8]1[CH2:13][CH2:12][N:11]([CH2:14][CH3:15])[CH2:10][CH2:9]1)([O-])=O. (4) Given the product [Br:18][CH2:19][CH2:20][CH2:21][CH2:22][CH2:23][CH2:24][CH2:25][NH:45][C:43]([NH:53][C:52]1[C:51]([CH:48]([CH3:50])[CH3:49])=[CH:57][CH:56]=[CH:55][C:54]=1[CH:58]([CH3:60])[CH3:59])=[O:44], predict the reactants needed to synthesize it. The reactants are: C1C=CC(P(N=[N+]=[N-])(C2C=CC=CC=2)=O)=CC=1.[Br:18][CH2:19][CH2:20][CH2:21][CH2:22][CH2:23][CH2:24][CH2:25]C(O)=O.C(=O)([O-])[O-].[K+].[K+].BrCCCCCCC[C:43]([N:45]=[N+]=[N-])=[O:44].[CH:48]([C:51]1[CH:57]=[CH:56][CH:55]=[C:54]([CH:58]([CH3:60])[CH3:59])[C:52]=1[NH2:53])([CH3:50])[CH3:49]. (5) Given the product [CH2:1]([O:8][C:9]1[CH:10]=[CH:11][C:12]([NH:13][C:17]2[C:22]([NH2:23])=[CH:21][C:20]([F:26])=[CH:19][N:18]=2)=[CH:14][CH:15]=1)[C:2]1[CH:3]=[CH:4][CH:5]=[CH:6][CH:7]=1, predict the reactants needed to synthesize it. The reactants are: [CH2:1]([O:8][C:9]1[CH:15]=[CH:14][C:12]([NH2:13])=[CH:11][CH:10]=1)[C:2]1[CH:7]=[CH:6][CH:5]=[CH:4][CH:3]=1.Cl[C:17]1[C:22]([N+:23]([O-])=O)=[CH:21][C:20]([F:26])=[CH:19][N:18]=1.C([O-])([O-])=O.[K+].[K+].O. (6) Given the product [Cl-:26].[CH2:47]([PH+:38]([CH2:30][CH2:31][CH2:32][CH2:33][CH2:34][CH2:35][CH2:36][CH3:37])[CH2:39][CH2:40][CH2:41][CH2:42][CH2:43][CH2:44][CH2:45][CH3:46])[CH2:48][CH2:49][CH2:50][CH2:51][CH2:52][CH2:53][CH3:54], predict the reactants needed to synthesize it. The reactants are: C=CC1C=CC=CC=1.C=CC1C=CC(C=C)=CC=1.C1C=CC(C[Cl:26])=CC=1.C(Cl)Cl.[CH2:30]([P:38]([CH2:47][CH2:48][CH2:49][CH2:50][CH2:51][CH2:52][CH2:53][CH3:54])[CH2:39][CH2:40][CH2:41][CH2:42][CH2:43][CH2:44][CH2:45][CH3:46])[CH2:31][CH2:32][CH2:33][CH2:34][CH2:35][CH2:36][CH3:37].